Dataset: Forward reaction prediction with 1.9M reactions from USPTO patents (1976-2016). Task: Predict the product of the given reaction. (1) Given the reactants Br[C:2]1[C:10]2[C:5](=[CH:6][N:7]=[CH:8][CH:9]=2)[S:4][C:3]=1[CH3:11].[CH2:12]([CH:14]([C:17]1[C:18]2[N:19]([C:24](I)=[C:25]([CH3:27])[N:26]=2)[N:20]=[C:21]([CH3:23])[CH:22]=1)[CH2:15][CH3:16])[CH3:13], predict the reaction product. The product is: [CH2:12]([CH:14]([C:17]1[C:18]2[N:19]([C:24]([C:2]3[C:10]4[C:5](=[CH:6][N:7]=[CH:8][CH:9]=4)[S:4][C:3]=3[CH3:11])=[C:25]([CH3:27])[N:26]=2)[N:20]=[C:21]([CH3:23])[CH:22]=1)[CH2:15][CH3:16])[CH3:13]. (2) Given the reactants [C:1]([O:5][C:6](=[O:28])[NH:7][C:8]1[S:9][C:10]2[CH:16]=[C:15]([CH:17]=[O:18])[CH:14]=[C:13]([C:19]3[CH:24]=[CH:23][CH:22]=[C:21]([N+:25]([O-:27])=[O:26])[CH:20]=3)[C:11]=2[N:12]=1)([CH3:4])([CH3:3])[CH3:2].[F:29][C:30]1[CH:35]=[CH:34][C:33]([Mg]Br)=[CH:32][CH:31]=1, predict the reaction product. The product is: [C:1]([O:5][C:6](=[O:28])[NH:7][C:8]1[S:9][C:10]2[CH:16]=[C:15]([CH:17]([C:33]3[CH:34]=[CH:35][C:30]([F:29])=[CH:31][CH:32]=3)[OH:18])[CH:14]=[C:13]([C:19]3[CH:24]=[CH:23][CH:22]=[C:21]([N+:25]([O-:27])=[O:26])[CH:20]=3)[C:11]=2[N:12]=1)([CH3:4])([CH3:2])[CH3:3].